From a dataset of Reaction yield outcomes from USPTO patents with 853,638 reactions. Predict the reaction yield, written as a fraction of the theoretical maximum amount of product (1.0 means a 100% yield; for example, 0.34 means a 34% yield). (1) The reactants are [C:1]12([C:11](=[O:25])[CH2:12][S:13]([C:15]3[CH:20]=[CH:19][C:18]([NH:21][C:22](=[O:24])[CH3:23])=[CH:17][CH:16]=3)=[O:14])[CH2:10][CH:5]3[CH2:6][CH:7]([CH2:9][CH:3]([CH2:4]3)[CH2:2]1)[CH2:8]2.C1C=C(Cl)C=C(C(OO)=[O:34])C=1. The catalyst is C(Cl)Cl. The product is [C:1]12([C:11](=[O:25])[CH2:12][S:13]([C:15]3[CH:16]=[CH:17][C:18]([NH:21][C:22](=[O:24])[CH3:23])=[CH:19][CH:20]=3)(=[O:34])=[O:14])[CH2:8][CH:7]3[CH2:9][CH:3]([CH2:4][CH:5]([CH2:6]3)[CH2:10]1)[CH2:2]2. The yield is 0.810. (2) The reactants are Br[C:2]1[CH:7]=[C:6]([Cl:8])[C:5]([CH3:9])=[CH:4][C:3]=1[F:10].C(N(CC)CC)C.[C]=O.C[CH2:21][O:22][C:23](C)=[O:24]. The catalyst is CO. The product is [CH3:9][C:5]1[CH:4]=[C:3]([F:10])[C:2]([C:23]([O:22][CH3:21])=[O:24])=[CH:7][C:6]=1[Cl:8]. The yield is 0.930. (3) The reactants are [OH:1][CH2:2][CH:3]1[S:7][C:6]([C:8]2[NH:9][C:10]3[C:15]([CH:16]=2)=[CH:14][CH:13]=[CH:12][C:11]=3[N:17]([CH3:27])[S:18]([C:21]2[CH:26]=[CH:25][CH:24]=[CH:23][N:22]=2)(=[O:20])=[O:19])=[N:5][CH2:4]1.C(N(CC)CC)C.[CH3:35][S:36](Cl)(=[O:38])=[O:37].O. The catalyst is O1CCCC1. The product is [CH3:35][S:36]([O:1][CH2:2][CH:3]1[S:7][C:6]([C:8]2[NH:9][C:10]3[C:15]([CH:16]=2)=[CH:14][CH:13]=[CH:12][C:11]=3[N:17]([CH3:27])[S:18]([C:21]2[CH:26]=[CH:25][CH:24]=[CH:23][N:22]=2)(=[O:19])=[O:20])=[N:5][CH2:4]1)(=[O:38])=[O:37]. The yield is 0.770. (4) The reactants are [OH:1][CH2:2][C@H:3]1[CH2:7][C@@H:6]([NH:8][C:9]2[CH:14]=[C:13]([NH:15][C:16]3[C:25]4[CH2:24][CH2:23][CH2:22][CH2:21][C:20]=4[CH:19]=[CH:18][CH:17]=3)[N:12]=[CH:11][N:10]=2)[C@H:5]([OH:26])[C@@H:4]1[OH:27].CO[C:30](OC)([CH3:32])[CH3:31].C1(C)C=CC(S([O-])(=O)=O)=CC=1.[NH+]1C=CC=CC=1. The catalyst is CC(C)=O. The product is [CH3:31][C:30]1([CH3:32])[O:26][C@H:5]2[C@H:6]([NH:8][C:9]3[CH:14]=[C:13]([NH:15][C:16]4[C:25]5[CH2:24][CH2:23][CH2:22][CH2:21][C:20]=5[CH:19]=[CH:18][CH:17]=4)[N:12]=[CH:11][N:10]=3)[CH2:7][C@H:3]([CH2:2][OH:1])[C@H:4]2[O:27]1. The yield is 0.850. (5) The reactants are C([O:3][C:4]([C:6]1[N:10]=[C:9]([C:11]2[CH:16]=[CH:15][CH:14]=[C:13]([Cl:17])[CH:12]=2)[O:8][N:7]=1)=O)C.CC(C[AlH]CC(C)C)C. The catalyst is ClCCl. The product is [Cl:17][C:13]1[CH:12]=[C:11]([C:9]2[O:8][N:7]=[C:6]([CH:4]=[O:3])[N:10]=2)[CH:16]=[CH:15][CH:14]=1. The yield is 0.250. (6) The reactants are [CH2:1]1[C:5]2([CH2:10][CH2:9][O:8][CH2:7][CH2:6]2)[CH2:4][CH:3]([C:11]([O:13][CH2:14][CH3:15])=[O:12])[NH:2]1.C(N(CC)CC)C.[CH2:23]([O:30][C:31](Cl)=[O:32])[C:24]1[CH:29]=[CH:28][CH:27]=[CH:26][CH:25]=1. The catalyst is ClCCl. The product is [CH2:1]1[C:5]2([CH2:10][CH2:9][O:8][CH2:7][CH2:6]2)[CH2:4][C@@H:3]([C:11]([O:13][CH2:14][CH3:15])=[O:12])[N:2]1[C:31]([O:30][CH2:23][C:24]1[CH:29]=[CH:28][CH:27]=[CH:26][CH:25]=1)=[O:32]. The yield is 0.290.